Predict which catalyst facilitates the given reaction. From a dataset of Catalyst prediction with 721,799 reactions and 888 catalyst types from USPTO. (1) Reactant: [S:1](=[O:34])(=[O:33])([O:3][C:4]1[CH:9]=[CH:8][C:7]([C:10]2[N:11]=[CH:12][N:13]([C:15](=[O:32])[N:16]([CH:18]3[CH2:23][CH2:22][N:21]([C:24]4[CH:29]=[CH:28][C:27]([O:30]C)=[CH:26][CH:25]=4)[CH2:20][CH2:19]3)[CH3:17])[CH:14]=2)=[CH:6][CH:5]=1)[NH2:2].B(Br)(Br)Br. The catalyst class is: 4. Product: [S:1](=[O:33])(=[O:34])([O:3][C:4]1[CH:9]=[CH:8][C:7]([C:10]2[N:11]=[CH:12][N:13]([C:15](=[O:32])[N:16]([CH:18]3[CH2:23][CH2:22][N:21]([C:24]4[CH:29]=[CH:28][C:27]([OH:30])=[CH:26][CH:25]=4)[CH2:20][CH2:19]3)[CH3:17])[CH:14]=2)=[CH:6][CH:5]=1)[NH2:2]. (2) Reactant: [Cl:1][C:2]1[CH:41]=[CH:40][CH:39]=[C:38]([Cl:42])[C:3]=1[CH2:4][C:5]1[CH:6]=[C:7]([NH:16][C:17]2[CH:22]=[CH:21][C:20]([N:23]3[CH2:28][CH2:27][N:26](C(OC(C)(C)C)=O)[CH2:25][CH2:24]3)=[CH:19][C:18]=2[O:36][CH3:37])[C:8]2[C:13](=[O:14])[NH:12][N:11]=[CH:10][C:9]=2[N:15]=1.[F:43][C:44]([F:49])([F:48])[C:45]([OH:47])=[O:46]. Product: [Cl:42][C:38]1[CH:39]=[CH:40][CH:41]=[C:2]([Cl:1])[C:3]=1[CH2:4][C:5]1[CH:6]=[C:7]([NH:16][C:17]2[CH:22]=[CH:21][C:20]([N:23]3[CH2:24][CH2:25][NH:26][CH2:27][CH2:28]3)=[CH:19][C:18]=2[O:36][CH3:37])[C:8]2[C:13](=[O:14])[NH:12][N:11]=[CH:10][C:9]=2[N:15]=1.[F:43][C:44]([F:49])([F:48])[C:45]([O-:47])=[O:46]. The catalyst class is: 4. (3) Reactant: [H-].[Na+].[C:3]([C:6]1[CH:18]=[CH:17][C:16]2[C:15]3[C:10](=[CH:11][CH:12]=[CH:13][CH:14]=3)[NH:9][C:8]=2[CH:7]=1)(=[O:5])[CH3:4].[C:19]1([S:25](Cl)(=[O:27])=[O:26])[CH:24]=[CH:23][CH:22]=[CH:21][CH:20]=1.C([O-])(O)=O.[Na+]. Product: [C:19]1([S:25]([N:9]2[C:8]3[CH:7]=[C:6]([C:3](=[O:5])[CH3:4])[CH:18]=[CH:17][C:16]=3[C:15]3[C:10]2=[CH:11][CH:12]=[CH:13][CH:14]=3)(=[O:27])=[O:26])[CH:24]=[CH:23][CH:22]=[CH:21][CH:20]=1. The catalyst class is: 1. (4) Product: [CH3:22][N:8]1[C:9]2[C:14](=[CH:13][CH:12]=[CH:11][CH:10]=2)[C:15]([C:16]#[N:17])=[C:7]1[C:3]1[CH:2]=[N:1][CH:6]=[CH:5][CH:4]=1. Reactant: [N:1]1[CH:6]=[CH:5][CH:4]=[C:3]([C:7]2[NH:8][C:9]3[C:14]([C:15]=2[C:16]#[N:17])=[CH:13][CH:12]=[CH:11][CH:10]=3)[CH:2]=1.[H-].[Na+].IC.[C:22]([O-])(O)=O.[Na+]. The catalyst class is: 3. (5) Reactant: [NH2:1][C@@H:2]1[CH2:11][C@@H:10]2[C@:5]([CH3:14])([CH2:6][CH2:7][CH2:8][C:9]2([CH3:13])[CH3:12])[C@@H:4]([C:15]([C:17]2[CH:18]=[C:19]([OH:24])[CH:20]=[C:21]([OH:23])[CH:22]=2)=[O:16])[C@@H:3]1[CH3:25].[NH:26]1[CH:30]=[C:29]([CH:31]=O)[N:28]=[CH:27]1.C(O)(=O)C.C(O[BH-](OC(=O)C)OC(=O)C)(=O)C.[Na+]. Product: [NH:28]1[C:29]([CH2:31][NH:1][C@@H:2]2[CH2:11][C@@H:10]3[C@:5]([CH3:14])([CH2:6][CH2:7][CH2:8][C:9]3([CH3:13])[CH3:12])[C@@H:4]([C:15]([C:17]3[CH:22]=[C:21]([OH:23])[CH:20]=[C:19]([OH:24])[CH:18]=3)=[O:16])[C@@H:3]2[CH3:25])=[CH:30][N:26]=[CH:27]1. The catalyst class is: 512. (6) Reactant: [OH:1][N:2]=[C:3](Cl)[C:4]1[CH:9]=[CH:8][C:7]([O:10][C:11]([F:14])([F:13])[F:12])=[CH:6][CH:5]=1.[CH3:16][O:17][C:18](=[O:23])[CH2:19][C:20]([CH3:22])=O.C[O-].[Na+]. Product: [CH3:16][O:17][C:18]([C:19]1[C:3]([C:4]2[CH:9]=[CH:8][C:7]([O:10][C:11]([F:14])([F:13])[F:12])=[CH:6][CH:5]=2)=[N:2][O:1][C:20]=1[CH3:22])=[O:23]. The catalyst class is: 5.